From a dataset of Reaction yield outcomes from USPTO patents with 853,638 reactions. Predict the reaction yield, written as a fraction of the theoretical maximum amount of product (1.0 means a 100% yield; for example, 0.34 means a 34% yield). (1) The reactants are [Br:1][C:2]1[CH:3]=[CH:4][C:5]2[O:14][CH2:13][CH2:12][C:11]3[S:10][C:9]([C:15]([NH2:17])=O)=[N:8][C:7]=3[C:6]=2[CH:18]=1.[CH3:19]OC(OC)N(C)C.Cl.[CH:28]([NH:31][NH2:32])([CH3:30])[CH3:29].C(=O)(O)[O-].[Na+]. The catalyst is C1(C)C=CC=CC=1.C(O)(=O)C.O.C(OCC)(=O)C. The product is [Br:1][C:2]1[CH:3]=[CH:4][C:5]2[O:14][CH2:13][CH2:12][C:11]3[S:10][C:9]([C:15]4[N:31]([CH:28]([CH3:30])[CH3:29])[N:32]=[CH:19][N:17]=4)=[N:8][C:7]=3[C:6]=2[CH:18]=1. The yield is 0.350. (2) The reactants are [F:1][C:2]1[CH:3]=[C:4]([CH:18]=[CH:19][CH:20]=1)[CH2:5][N:6]1[C:14]2[C:9](=[CH:10][C:11]([N+:15]([O-])=O)=[CH:12][CH:13]=2)[CH:8]=[N:7]1. The catalyst is CO.[Pd]. The product is [F:1][C:2]1[CH:3]=[C:4]([CH:18]=[CH:19][CH:20]=1)[CH2:5][N:6]1[C:14]2[C:9](=[CH:10][C:11]([NH2:15])=[CH:12][CH:13]=2)[CH:8]=[N:7]1. The yield is 1.00. (3) The reactants are [CH:1]1[C:13]2[CH:12]([C:14]([OH:16])=[O:15])[C:11]3[C:6](=[CH:7][CH:8]=[CH:9][CH:10]=3)[C:5]=2[CH:4]=[CH:3][CH:2]=1.C([Li])CCC.[CH2:22]=[O:23].O. The catalyst is C1COCC1. The product is [OH:23][CH2:22][C:12]1([C:14]([OH:16])=[O:15])[C:13]2[CH:1]=[CH:2][CH:3]=[CH:4][C:5]=2[C:6]2[C:11]1=[CH:10][CH:9]=[CH:8][CH:7]=2. The yield is 0.805. (4) The reactants are [CH3:1][O:2][C:3]1[CH:19]=[C:18]([O:20][CH3:21])[CH:17]=[C:16]([O:22][CH3:23])[C:4]=1[CH2:5][S:6][C:7]1[CH:12]=[CH:11][CH:10]=[CH:9][C:8]=1B(O)O.I[C:25]1[CH:26]=[C:27]([OH:31])[CH:28]=[CH:29][CH:30]=1.C([O-])([O-])=O.[Na+].[Na+]. The catalyst is [Pd].C1(C)C=CC=CC=1. The product is [CH3:1][O:2][C:3]1[CH:19]=[C:18]([O:20][CH3:21])[CH:17]=[C:16]([O:22][CH3:23])[C:4]=1[CH2:5][S:6][C:7]1[CH:12]=[CH:11][CH:10]=[CH:9][C:8]=1[C:25]1[CH:30]=[CH:29][CH:28]=[C:27]([OH:31])[CH:26]=1. The yield is 0.790. (5) The reactants are Cl[C:2]1[C:7]([C:8]([F:11])([F:10])[F:9])=[CH:6][N:5]=[C:4]2[NH:12][CH:13]=[C:14]([NH:15][C:16]([C:18]3[CH:23]=[N:22][CH:21]=[CH:20][N:19]=3)=[O:17])[C:3]=12.[NH:24]1[CH2:29][CH2:28][CH2:27][C@@H:26]([NH:30][C:31](=[O:37])[O:32][C:33]([CH3:36])([CH3:35])[CH3:34])[CH2:25]1. The catalyst is CCCCO. The product is [N:19]1[CH:20]=[CH:21][N:22]=[CH:23][C:18]=1[C:16]([NH:15][C:14]1[C:3]2[C:4](=[N:5][CH:6]=[C:7]([C:8]([F:11])([F:10])[F:9])[C:2]=2[N:24]2[CH2:29][CH2:28][CH2:27][C@@H:26]([NH:30][C:31](=[O:37])[O:32][C:33]([CH3:35])([CH3:34])[CH3:36])[CH2:25]2)[NH:12][CH:13]=1)=[O:17]. The yield is 0.350. (6) The reactants are [Si]([O:8][C@H:9]([CH3:37])[C@H:10]([C:22]1[O:26][C:25]([C:27]2[CH:32]=[CH:31][C:30]([NH:33][C:34](=[O:36])[CH3:35])=[CH:29][CH:28]=2)=[N:24][N:23]=1)[NH:11][C:12]1[CH:17]=[CH:16][C:15]([C:18]#[N:19])=[C:14]([Cl:20])[C:13]=1[CH3:21])(C(C)(C)C)(C)C.CCCC[N+](CCCC)(CCCC)CCCC.[F-]. The catalyst is C1COCC1. The product is [Cl:20][C:14]1[C:13]([CH3:21])=[C:12]([NH:11][C@@H:10]([C:22]2[O:26][C:25]([C:27]3[CH:28]=[CH:29][C:30]([NH:33][C:34](=[O:36])[CH3:35])=[CH:31][CH:32]=3)=[N:24][N:23]=2)[C@H:9]([OH:8])[CH3:37])[CH:17]=[CH:16][C:15]=1[C:18]#[N:19]. The yield is 0.780. (7) The reactants are [CH2:1]([O:8][C:9](=[O:27])[NH:10][CH2:11][CH2:12][CH2:13][CH2:14][C:15]1[CH:20]=[CH:19][C:18]([O:21][CH2:22][CH2:23][CH2:24][C:25]#[N:26])=[CH:17][CH:16]=1)[C:2]1[CH:7]=[CH:6][CH:5]=[CH:4][CH:3]=1.[N-:28]=[N+:29]=[N-:30].[Na+].[Cl-].[NH4+]. The catalyst is CN(C=O)C. The product is [CH2:1]([O:8][C:9](=[O:27])[NH:10][CH2:11][CH2:12][CH2:13][CH2:14][C:15]1[CH:20]=[CH:19][C:18]([O:21][CH2:22][CH2:23][CH2:24][C:25]2[NH:30][N:29]=[N:28][N:26]=2)=[CH:17][CH:16]=1)[C:2]1[CH:7]=[CH:6][CH:5]=[CH:4][CH:3]=1. The yield is 0.760. (8) The reactants are [CH3:1][C:2]1[N:7]=[CH:6][C:5]([C:8]2[CH:24]=[C:11]3[N:12]=[C:13]([NH:22][NH2:23])[CH:14]=[C:15]([N:16]4[CH2:21][CH2:20][O:19][CH2:18][CH2:17]4)[N:10]3[N:9]=2)=[CH:4][CH:3]=1.C(O)(=O)C.[C:29]1([CH3:37])[CH:34]=[CH:33][CH:32]=[C:31]([CH:35]=O)[CH:30]=1. The yield is 0.530. The catalyst is C(O)C. The product is [CH3:37][C:29]1[CH:30]=[C:31]([CH:32]=[CH:33][CH:34]=1)[CH:35]=[N:23][NH:22][C:13]1[CH:14]=[C:15]([N:16]2[CH2:17][CH2:18][O:19][CH2:20][CH2:21]2)[N:10]2[N:9]=[C:8]([C:5]3[CH:6]=[N:7][C:2]([CH3:1])=[CH:3][CH:4]=3)[CH:24]=[C:11]2[N:12]=1. (9) The reactants are [S:1]1[CH:5]=[CH:4][CH:3]=[C:2]1[CH2:6][CH:7]([C:9]([OH:11])=[O:10])[NH2:8].C([O-])([O-])=O.[K+].[K+].[C:18](Cl)([O:20][CH2:21][C:22]1[CH:27]=[CH:26][CH:25]=[CH:24][CH:23]=1)=[O:19].CCOC(C)=O. The catalyst is O.CC#N.O. The product is [CH2:21]([O:20][C:18]([NH:8][CH:7]([C:9]([OH:11])=[O:10])[CH2:6][C:2]1[S:1][CH:5]=[CH:4][CH:3]=1)=[O:19])[C:22]1[CH:27]=[CH:26][CH:25]=[CH:24][CH:23]=1. The yield is 0.980. (10) The reactants are [Br:1][C:2]1[C:7]2[CH:8]=[CH:9][NH:10][C:6]=2[C:5]([C:11]([OH:13])=O)=[CH:4][N:3]=1.C1C=CC2N(O)N=[N:20]C=2C=1.CCN=C=NCCCN(C)C.N.C1COCC1. The catalyst is CN(C=O)C. The product is [Br:1][C:2]1[C:7]2[CH:8]=[CH:9][NH:10][C:6]=2[C:5]([C:11]([NH2:20])=[O:13])=[CH:4][N:3]=1. The yield is 0.420.